Dataset: Catalyst prediction with 721,799 reactions and 888 catalyst types from USPTO. Task: Predict which catalyst facilitates the given reaction. (1) Reactant: [CH:1]([C:3]1[CH:20]=[CH:19][C:6]([O:7][CH2:8][CH2:9][C:10]2[CH:18]=[CH:17][C:13]([C:14]([OH:16])=O)=[CH:12][CH:11]=2)=[CH:5][CH:4]=1)=[O:2].CN(C(O[N:29]1N=N[C:31]2C=CC=[CH:35][C:30]1=2)=[N+](C)C)C.[B-](F)(F)(F)F.C(N)(C)C.O. Product: [CH:1]([C:3]1[CH:4]=[CH:5][C:6]([O:7][CH2:8][CH2:9][C:10]2[CH:11]=[CH:12][C:13]([C:14]([NH:29][CH:30]([CH3:35])[CH3:31])=[O:16])=[CH:17][CH:18]=2)=[CH:19][CH:20]=1)=[O:2]. The catalyst class is: 241. (2) Reactant: [C:1]([NH:4][C:5]1[CH:6]=[C:7]([C:16]2[CH:21]=[CH:20][C:19]([O:22]CC3C=CC=CC=3)=[CH:18][CH:17]=2)[CH:8]=[CH:9][C:10]=1[CH2:11][C:12]([O:14][CH3:15])=[O:13])(=[O:3])C.N([O:32][C:33]([CH3:36])([CH3:35])[CH3:34])=O.B(Cl)(Cl)Cl.C(OC(OC(C)(C)C)=O)(OC(C)(C)C)=O.C([N:58](CC)CC)C. Product: [OH:22][C:19]1[CH:20]=[CH:21][C:16]([C:7]2[CH:6]=[C:5]3[C:10]([C:11]([C:12]([O:14][CH3:15])=[O:13])=[N:58][N:4]3[C:1]([O:32][C:33]([CH3:36])([CH3:35])[CH3:34])=[O:3])=[CH:9][CH:8]=2)=[CH:17][CH:18]=1. The catalyst class is: 15. (3) Reactant: Br[C:2]1[CH:7]=[CH:6][C:5]([CH2:8][OH:9])=[C:4]([F:10])[CH:3]=1.[C:11]([Zn]C#N)#[N:12]. Product: [F:10][C:4]1[CH:3]=[C:2]([CH:7]=[CH:6][C:5]=1[CH2:8][OH:9])[C:11]#[N:12]. The catalyst class is: 128. (4) Reactant: [Cl:1][C:2]1[CH:11]=[CH:10][C:5]([C:6]([NH:8][NH2:9])=[O:7])=[CH:4][CH:3]=1.[CH2:12]([N:15]=[C:16]=[O:17])[CH:13]=[CH2:14]. Product: [Cl:1][C:2]1[CH:11]=[CH:10][C:5]([C:6]([NH:8][NH:9][C:16]([NH:15][CH2:12][CH:13]=[CH2:14])=[O:17])=[O:7])=[CH:4][CH:3]=1. The catalyst class is: 1.